Dataset: Peptide-MHC class I binding affinity with 185,985 pairs from IEDB/IMGT. Task: Regression. Given a peptide amino acid sequence and an MHC pseudo amino acid sequence, predict their binding affinity value. This is MHC class I binding data. The MHC is HLA-A69:01 with pseudo-sequence HLA-A69:01. The binding affinity (normalized) is 0.0847. The peptide sequence is ATADLELAY.